Task: Predict the reaction yield, written as a fraction of the theoretical maximum amount of product (1.0 means a 100% yield; for example, 0.34 means a 34% yield).. Dataset: Reaction yield outcomes from USPTO patents with 853,638 reactions (1) The reactants are [NH2:1][C@@H:2]([C:6]([S:9][CH:10]([CH3:12])[CH3:11])([CH3:8])[CH3:7])[C:3]([OH:5])=[O:4].O1CCOCC1.[OH-].[Na+].Cl[C:22]([O:24][CH2:25][CH3:26])=[O:23]. The catalyst is O. The product is [CH2:25]([O:24][C:22]([NH:1][C@@H:2]([C:6]([S:9][CH:10]([CH3:12])[CH3:11])([CH3:7])[CH3:8])[C:3]([OH:5])=[O:4])=[O:23])[CH3:26]. The yield is 0.210. (2) The reactants are [O:1]1[C:5]2([CH2:10][CH2:9][CH:8]([C:11]([O:13]CC)=O)[CH2:7][CH2:6]2)[O:4][CH2:3][CH2:2]1.Cl.[CH3:17][NH:18][O:19][CH3:20].C([Mg]Cl)(C)C.O. The catalyst is C1COCC1. The product is [CH3:20][O:19][N:18]([CH3:17])[C:11]([CH:8]1[CH2:7][CH2:6][C:5]2([O:1][CH2:2][CH2:3][O:4]2)[CH2:10][CH2:9]1)=[O:13]. The yield is 0.990.